From a dataset of Reaction yield outcomes from USPTO patents with 853,638 reactions. Predict the reaction yield, written as a fraction of the theoretical maximum amount of product (1.0 means a 100% yield; for example, 0.34 means a 34% yield). (1) The reactants are [CH:1]1([CH:4]([N:8]2[CH:12]=[C:11]([C:13]3[N:18]4[CH:19]=[CH:20][N:21]=[C:17]4[CH:16]=[C:15]([C:22]4[CH:23]=[N:24][N:25]([CH3:27])[CH:26]=4)[N:14]=3)[CH:10]=[N:9]2)[CH2:5][CH2:6][OH:7])[CH2:3][CH2:2]1.C(N(CC)CC)C.[CH3:35][S:36](O[S:36]([CH3:35])(=[O:38])=[O:37])(=[O:38])=[O:37]. The catalyst is C(Cl)Cl. The product is [CH3:35][S:36]([O:7][CH2:6][CH2:5][CH:4]([CH:1]1[CH2:3][CH2:2]1)[N:8]1[CH:12]=[C:11]([C:13]2[N:18]3[CH:19]=[CH:20][N:21]=[C:17]3[CH:16]=[C:15]([C:22]3[CH:23]=[N:24][N:25]([CH3:27])[CH:26]=3)[N:14]=2)[CH:10]=[N:9]1)(=[O:38])=[O:37]. The yield is 0.872. (2) The reactants are [CH3:1][C:2]1[C:10]([N+:11]([O-:13])=[O:12])=[CH:9][C:5]([C:6]([OH:8])=[O:7])=[CH:4][C:3]=1[N+:14]([O-])=O.S.[Na].O.Cl. The catalyst is CO. The product is [NH2:14][C:3]1[CH:4]=[C:5]([CH:9]=[C:10]([N+:11]([O-:13])=[O:12])[C:2]=1[CH3:1])[C:6]([OH:8])=[O:7]. The yield is 0.830. (3) The reactants are [CH2:1]([O:3][C:4]1[C@H:5]([CH2:16][C@@H:17]([CH:33]([CH3:35])[CH3:34])[CH2:18][C:19]2[CH:27]=[C:26]3[C:22]([CH:23]=[N:24][N:25]3[CH2:28][CH2:29][CH2:30][O:31][CH3:32])=[CH:21][CH:20]=2)[N:6]=C(OCC)[C@@H](C(C)C)N=1)[CH3:2].Cl.C([O-])(O)=[O:38].[Na+]. The catalyst is CC#N. The product is [NH2:6][C@@H:5]([CH2:16][C@H:17]([CH2:18][C:19]1[CH:27]=[C:26]2[C:22]([CH:23]=[N:24][N:25]2[CH2:28][CH2:29][CH2:30][O:31][CH3:32])=[CH:21][CH:20]=1)[CH:33]([CH3:35])[CH3:34])[C:4]([O:3][CH2:1][CH3:2])=[O:38]. The yield is 0.950. (4) The reactants are O1CCCOB1[C:7]1[CH:14]=[CH:13][CH:12]=[CH:11][C:8]=1[C:9]#[N:10].Br[C:16]1[CH:22]=[C:21]([CH2:23][CH2:24][CH2:25][CH2:26][CH2:27][CH3:28])[CH:20]=[CH:19][C:17]=1[NH2:18].C(=O)([O-])[O-].[K+].[K+].CCO. The catalyst is C1(C)C=CC=CC=1.[Pd].C1(P(C2C=CC=CC=2)C2C=CC=CC=2)C=CC=CC=1.C1(P(C2C=CC=CC=2)C2C=CC=CC=2)C=CC=CC=1.C1(P(C2C=CC=CC=2)C2C=CC=CC=2)C=CC=CC=1.C1(P(C2C=CC=CC=2)C2C=CC=CC=2)C=CC=CC=1. The product is [CH2:23]([C:21]1[CH:22]=[CH:16][C:17]2[C:19](=[C:7]3[C:8](=[C:9]([NH2:10])[N:18]=2)[CH:11]=[CH:12][CH:13]=[CH:14]3)[CH:20]=1)[CH2:24][CH2:25][CH2:26][CH2:27][CH3:28]. The yield is 0.398. (5) The catalyst is ClCCl. The yield is 0.340. The reactants are C([NH:5][S:6]([C:9]1[CH:10]=[C:11]([C:15]2[CH:20]=[CH:19][CH:18]=[C:17]([C:21]3[N:26]=[C:25]([C:27]4[CH:32]=[CH:31][C:30]([Cl:33])=[C:29]([Cl:34])[CH:28]=4)[CH:24]=[C:23]([CH3:35])[N:22]=3)[CH:16]=2)[CH:12]=[CH:13][CH:14]=1)(=[O:8])=[O:7])(C)(C)C.C(O)(C(F)(F)F)=O. The product is [Cl:34][C:29]1[CH:28]=[C:27]([C:25]2[CH:24]=[C:23]([CH3:35])[N:22]=[C:21]([C:17]3[CH:16]=[C:15]([C:11]4[CH:12]=[CH:13][CH:14]=[C:9]([S:6]([NH2:5])(=[O:8])=[O:7])[CH:10]=4)[CH:20]=[CH:19][CH:18]=3)[N:26]=2)[CH:32]=[CH:31][C:30]=1[Cl:33]. (6) The reactants are [NH:1]([C:10]([O:12][CH2:13][CH2:14][C:15]1[CH:20]=[CH:19][C:18]([O:21][C:22]([C:24]2[N:25]=[C:26]([NH:29][C:30](=[O:32])[CH3:31])[S:27][CH:28]=2)=[O:23])=[CH:17][CH:16]=1)=[O:11])[NH:2]C(OC(C)(C)C)=O.O1CCOCC1.[ClH:39]. The catalyst is ClCCl. The product is [ClH:39].[C:30]([NH:29][C:26]1[S:27][CH:28]=[C:24]([C:22]([O:21][C:18]2[CH:17]=[CH:16][C:15]([CH2:14][CH2:13][O:12][C:10]([NH:1][NH2:2])=[O:11])=[CH:20][CH:19]=2)=[O:23])[N:25]=1)(=[O:32])[CH3:31]. The yield is 0.991. (7) The reactants are COC1C=CC(C[N:8](CC2C=CC(OC)=CC=2)[C:9]2[CH:10]=[C:11]3[C:22]4[CH:21]=[CH:20][C:19]([O:23][CH2:24][C@@H:25]([NH:30]C(=O)OC(C)(C)C)[CH2:26][CH:27]([CH3:29])[CH3:28])=[CH:18][C:17]=4[O:16][CH:15]([CH3:38])[C:12]3=[CH:13][N:14]=2)=CC=1.C(O)(C(F)(F)F)=O. The catalyst is ClCCl. The product is [NH2:30][C@@H:25]([CH2:26][CH:27]([CH3:29])[CH3:28])[CH2:24][O:23][C:19]1[CH:20]=[CH:21][C:22]2[C:11]3[C:12](=[CH:13][N:14]=[C:9]([NH2:8])[CH:10]=3)[CH:15]([CH3:38])[O:16][C:17]=2[CH:18]=1. The yield is 0.420.